From a dataset of Full USPTO retrosynthesis dataset with 1.9M reactions from patents (1976-2016). Predict the reactants needed to synthesize the given product. (1) Given the product [CH2:16]([O:15][C:13]1[CH:12]=[C:11]([CH:10]=[C:9]([O:8][CH2:1][C:2]2[CH:7]=[CH:6][CH:5]=[CH:4][CH:3]=2)[CH:14]=1)[C:23]1[O:35][C:32]2[C:27]([C:25](=[O:26])[CH:24]=1)=[CH:28][CH:29]=[C:30]([OH:33])[CH:31]=2)[C:17]1[CH:22]=[CH:21][CH:20]=[CH:19][CH:18]=1, predict the reactants needed to synthesize it. The reactants are: [CH2:1]([O:8][C:9]1[CH:10]=[C:11]([C:23](=[O:35])[CH2:24][C:25]([C:27]2[CH:32]=[CH:31][C:30]([OH:33])=[CH:29][C:28]=2O)=[O:26])[CH:12]=[C:13]([O:15][CH2:16][C:17]2[CH:22]=[CH:21][CH:20]=[CH:19][CH:18]=2)[CH:14]=1)[C:2]1[CH:7]=[CH:6][CH:5]=[CH:4][CH:3]=1. (2) Given the product [OH:19][C@H:3]([CH2:4][NH:5][C:6]1([C:9]2[CH:14]=[CH:13][CH:12]=[C:11]([C:15]([CH3:17])([CH3:16])[CH3:18])[CH:10]=2)[CH2:7][CH2:8]1)[C@@H:2]([NH:1][C:41](=[O:42])[CH3:40])[CH2:20][C:21]1[CH:26]=[CH:25][C:24]([NH:27][C:28]2[CH:33]=[CH:32][CH:31]=[C:30]([CH3:34])[N:29]=2)=[C:23]([CH2:35][CH2:36][CH2:37][CH2:38][CH3:39])[CH:22]=1, predict the reactants needed to synthesize it. The reactants are: [NH2:1][C@@H:2]([CH2:20][C:21]1[CH:26]=[CH:25][C:24]([NH:27][C:28]2[CH:33]=[CH:32][CH:31]=[C:30]([CH3:34])[N:29]=2)=[C:23]([CH2:35][CH2:36][CH2:37][CH2:38][CH3:39])[CH:22]=1)[C@H:3]([OH:19])[CH2:4][NH:5][C:6]1([C:9]2[CH:14]=[CH:13][CH:12]=[C:11]([C:15]([CH3:18])([CH3:17])[CH3:16])[CH:10]=2)[CH2:8][CH2:7]1.[CH3:40][C:41](OC(C)=O)=[O:42].C(Cl)Cl. (3) Given the product [S:15]1[CH:19]=[CH:18][C:17]([C:20]([O:22][CH2:13][C:7]2[CH:8]=[C:9]3[C:4](=[CH:5][CH:6]=2)[N:3]=[C:2]([NH2:1])[N:11]=[C:10]3[NH2:12])=[O:21])=[CH:16]1, predict the reactants needed to synthesize it. The reactants are: [NH2:1][C:2]1[N:11]=[C:10]([NH2:12])[C:9]2[C:4](=[CH:5][CH:6]=[C:7]([CH2:13]Br)[CH:8]=2)[N:3]=1.[S:15]1[CH:19]=[CH:18][C:17]([C:20]([OH:22])=[O:21])=[CH:16]1.C(=O)([O-])[O-].[K+].[K+]. (4) Given the product [F:26][C:21]1[CH:22]=[CH:23][CH:24]=[CH:25][C:20]=1[N:19]([CH3:18])[C:15]([C:13]1[S:14][C:5]2[C:4]3[CH:3]=[C:2]([CH3:1])[CH:11]=[CH:10][C:9]=3[O:8][CH2:7][C:6]=2[CH:12]=1)=[O:17], predict the reactants needed to synthesize it. The reactants are: [CH3:1][C:2]1[CH:11]=[CH:10][C:9]2[O:8][CH2:7][C:6]3[CH:12]=[C:13]([C:15]([OH:17])=O)[S:14][C:5]=3[C:4]=2[CH:3]=1.[CH3:18][NH:19][C:20]1[CH:25]=[CH:24][CH:23]=[CH:22][C:21]=1[F:26].C(N(CC)CC)C. (5) Given the product [C:13]([O:17][C:18](=[O:19])[N:20]([CH2:21][CH2:22][CH2:23][CH2:24][NH:1][CH2:2][CH2:3][CH2:4][CH2:5][NH2:6])[CH3:30])([CH3:16])([CH3:15])[CH3:14], predict the reactants needed to synthesize it. The reactants are: [NH2:1][CH2:2][CH2:3][CH2:4][CH2:5][NH2:6].C([O-])([O-])=O.[K+].[K+].[C:13]([O:17][C:18]([N:20]([CH3:30])[CH2:21][CH2:22][CH2:23][CH2:24]OS(C)(=O)=O)=[O:19])([CH3:16])([CH3:15])[CH3:14]. (6) Given the product [F:18][CH:2]([F:1])[CH2:3][NH:4][S:5]([C:8]1[CH:9]=[C:10]([C:14]([OH:16])=[O:15])[N:11]([CH3:13])[CH:12]=1)(=[O:7])=[O:6], predict the reactants needed to synthesize it. The reactants are: [F:1][CH:2]([F:18])[CH2:3][NH:4][S:5]([C:8]1[CH:9]=[C:10]([C:14]([O:16]C)=[O:15])[N:11]([CH3:13])[CH:12]=1)(=[O:7])=[O:6].[OH-].[Li+].CO.Cl. (7) Given the product [CH2:15]([N:6]1[CH2:7][CH2:8][CH:3]([CH2:2][NH2:1])[CH2:4][CH2:5]1)[C:16]1[CH:21]=[CH:20][CH:19]=[CH:18][CH:17]=1, predict the reactants needed to synthesize it. The reactants are: [NH2:1][CH2:2][CH:3]1[CH2:8][CH2:7][NH:6][CH2:5][CH2:4]1.C(=O)([O-])[O-].[K+].[K+].[CH2:15](Cl)[C:16]1[CH:21]=[CH:20][CH:19]=[CH:18][CH:17]=1.